This data is from Reaction yield outcomes from USPTO patents with 853,638 reactions. The task is: Predict the reaction yield, written as a fraction of the theoretical maximum amount of product (1.0 means a 100% yield; for example, 0.34 means a 34% yield). The product is [CH2:6]([O:13][C:14]1[CH:19]=[CH:18][C:17]([C:20]2[N:24]([CH:25]3[CH2:26][CH2:27][CH2:28][CH2:29][CH2:30]3)[N:23]=[C:22]([C:31]#[CH:32])[CH:21]=2)=[CH:16][CH:15]=1)[C:7]1[CH:8]=[CH:9][CH:10]=[CH:11][CH:12]=1. The yield is 0.610. The reactants are C([Li])CCC.[CH2:6]([O:13][C:14]1[CH:19]=[CH:18][C:17]([C:20]2[N:24]([CH:25]3[CH2:30][CH2:29][CH2:28][CH2:27][CH2:26]3)[N:23]=[C:22]([CH:31]=[C:32](Br)Br)[CH:21]=2)=[CH:16][CH:15]=1)[C:7]1[CH:12]=[CH:11][CH:10]=[CH:9][CH:8]=1. The catalyst is C1COCC1.